This data is from M1 muscarinic receptor antagonist screen with 61,756 compounds. The task is: Binary Classification. Given a drug SMILES string, predict its activity (active/inactive) in a high-throughput screening assay against a specified biological target. The molecule is Brc1cc2cc(C(=O)N3CCN(CC3)C(OCC)=O)c(oc2cc1)=O. The result is 0 (inactive).